Dataset: Forward reaction prediction with 1.9M reactions from USPTO patents (1976-2016). Task: Predict the product of the given reaction. (1) Given the reactants [Cl:1][C:2]1[CH:7]=[CH:6][C:5]([F:8])=[CH:4][C:3]=1[C@H:9]1[CH2:13][CH2:12][CH2:11][N:10]1[C:14]1C=CN2[N:20]=[CH:21][C:22]([NH2:23])=[C:16]2[N:15]=1.C1[N:28]=[CH:27][N:26]([C:29]([N:31]2[CH:35]=N[CH:33]=[CH:32]2)=[O:30])C=1.N1CC[C@H:38]([OH:41])C1, predict the reaction product. The product is: [Cl:1][C:2]1[CH:7]=[CH:6][C:5]([F:8])=[CH:4][C:3]=1[C@H:9]1[CH2:13][CH2:12][CH2:11][N:10]1[C:14]1[N:20]=[CH:21][C:22]2[NH:23][N:28]=[C:27]([NH:26][C:29]([N:31]3[CH2:32][CH2:33][C@H:38]([OH:41])[CH2:35]3)=[O:30])[C:16]=2[N:15]=1. (2) Given the reactants [NH2:1][C:2]1[CH:7]=[CH:6][C:5]([N:8]2[CH:12]=[CH:11][N:10]=[C:9]2[CH2:13][OH:14])=[CH:4][CH:3]=1.Cl[C:16]1[CH:17]=[CH:18][C:19]2[CH2:20][N:21]([CH3:33])[CH2:22][C@@H:23]([C:27]3[CH:32]=[CH:31][CH:30]=[CH:29][CH:28]=3)[O:24][C:25]=2[N:26]=1.C(=O)([O-])[O-].[Cs+].[Cs+].COCCOC, predict the reaction product. The product is: [CH3:33][N:21]1[CH2:20][C:19]2[CH:18]=[CH:17][C:16]([NH:1][C:2]3[CH:3]=[CH:4][C:5]([N:8]4[CH:12]=[CH:11][N:10]=[C:9]4[CH2:13][OH:14])=[CH:6][CH:7]=3)=[N:26][C:25]=2[O:24][C@H:23]([C:27]2[CH:32]=[CH:31][CH:30]=[CH:29][CH:28]=2)[CH2:22]1. (3) Given the reactants [O:1]1[C:5]2[CH:6]=[CH:7][C:8]([C:10]#[C:11][C@@H:12]3[C@H:16]4[O:17][CH2:18][C@@H:19]([OH:20])[C@H:15]4[O:14][CH2:13]3)=[CH:9][C:4]=2[O:3][CH2:2]1.N1C=CC=CC=1.[F:27][C:28]([F:41])([F:40])[S:29](O[S:29]([C:28]([F:41])([F:40])[F:27])(=[O:31])=[O:30])(=[O:31])=[O:30], predict the reaction product. The product is: [O:1]1[C:5]2[CH:6]=[CH:7][C:8]([C:10]#[C:11][C@@H:12]3[C@H:16]4[O:17][CH2:18][C@@H:19]([O:20][S:29]([C:28]([F:41])([F:40])[F:27])(=[O:31])=[O:30])[C@H:15]4[O:14][CH2:13]3)=[CH:9][C:4]=2[O:3][CH2:2]1. (4) The product is: [Br:1][C:2]1[CH:7]=[CH:6][C:5]([C@@H:8]([N:10]2[CH2:18][CH2:17][C@:16]([CH2:20][O:21][CH3:22])([C:23]3[CH:28]=[CH:27][CH:26]=[CH:25][CH:24]=3)[O:14][C:11]2=[O:13])[CH3:9])=[CH:4][CH:3]=1. Given the reactants [Br:1][C:2]1[CH:7]=[CH:6][C:5]([C@@H:8]([NH2:10])[CH3:9])=[CH:4][CH:3]=1.[C:11]([OH:14])(=[O:13])C.O[C:16]([C:23]1[CH:28]=[CH:27][CH:26]=[CH:25][CH:24]=1)([CH2:20][O:21][CH3:22])[CH2:17][CH:18]=O, predict the reaction product.